Dataset: Forward reaction prediction with 1.9M reactions from USPTO patents (1976-2016). Task: Predict the product of the given reaction. (1) Given the reactants [CH2:1]([O:3][C:4]1[CH:5]=[C:6]([O:17][C:18]2[CH:19]=[N:20][C:21]([S:24]([CH3:27])(=[O:26])=[O:25])=[CH:22][CH:23]=2)[CH:7]=[C:8]2[C:12]=1[NH:11][C:10]([C:13]([O:15]C)=[O:14])=[CH:9]2)[CH3:2].O1CCCC1.CO.[OH-].[K+], predict the reaction product. The product is: [CH2:1]([O:3][C:4]1[CH:5]=[C:6]([O:17][C:18]2[CH:19]=[N:20][C:21]([S:24]([CH3:27])(=[O:26])=[O:25])=[CH:22][CH:23]=2)[CH:7]=[C:8]2[C:12]=1[NH:11][C:10]([C:13]([OH:15])=[O:14])=[CH:9]2)[CH3:2]. (2) Given the reactants Cl[C:2]1[N:14]([CH3:15])[C:5]2=[N:6][CH:7]=[C:8]([C:10]([F:13])([F:12])[F:11])[CH:9]=[C:4]2[N:3]=1.[CH2:16]([S:18][C:19]1[NH:20][CH:21]=[CH:22][CH:23]=1)[CH3:17].[H-].[Na+].O, predict the reaction product. The product is: [CH2:16]([S:18][C:19]1[N:20]([C:2]2[N:14]([CH3:15])[C:5]3=[N:6][CH:7]=[C:8]([C:10]([F:13])([F:12])[F:11])[CH:9]=[C:4]3[N:3]=2)[CH:21]=[CH:22][CH:23]=1)[CH3:17]. (3) Given the reactants F[C:2]1[CH:7]=[CH:6][C:5]([N+:8]([O-:10])=[O:9])=[C:4](C)[CH:3]=1.[CH3:12][S:13]([N:16]1[CH2:21][CH2:20][NH:19][CH2:18][CH2:17]1)(=[O:15])=[O:14].[C:22](=O)([O-])[O-:23].[K+].[K+].O, predict the reaction product. The product is: [CH3:22][O:23][C:4]1[CH:3]=[C:2]([N:19]2[CH2:20][CH2:21][N:16]([S:13]([CH3:12])(=[O:15])=[O:14])[CH2:17][CH2:18]2)[CH:7]=[CH:6][C:5]=1[N+:8]([O-:10])=[O:9].